This data is from Peptide-MHC class II binding affinity with 134,281 pairs from IEDB. The task is: Regression. Given a peptide amino acid sequence and an MHC pseudo amino acid sequence, predict their binding affinity value. This is MHC class II binding data. The peptide sequence is AFKVAATAANAAP. The MHC is HLA-DPA10201-DPB10101 with pseudo-sequence HLA-DPA10201-DPB10101. The binding affinity (normalized) is 0.138.